From a dataset of CYP2C19 inhibition data for predicting drug metabolism from PubChem BioAssay. Regression/Classification. Given a drug SMILES string, predict its absorption, distribution, metabolism, or excretion properties. Task type varies by dataset: regression for continuous measurements (e.g., permeability, clearance, half-life) or binary classification for categorical outcomes (e.g., BBB penetration, CYP inhibition). Dataset: cyp2c19_veith. (1) The compound is COc1cc2c(cc1OC)[C@@]13CCN4C=C5CCO[C@H]6CC(=O)N2[C@@H]1[C@@H]6[C@H]5C[C@H]43. The result is 0 (non-inhibitor). (2) The molecule is COc1ccc(-c2nc3cnc(N4CCOCC4)nc3n(CCc3ccccc3)c2=O)cc1. The result is 0 (non-inhibitor). (3) The drug is CCOc1ccc(/C=N/n2c(SC)nnc2-c2ccccc2)cc1OCC. The result is 1 (inhibitor). (4) The molecule is CO[C@H]1COC(=O)[C@@H](CCSC)NC(=O)C/C=C\[C@@H](C)COC(=O)[C@@H](OCc2ccccc2)/C=C\[C@@H]1C. The result is 0 (non-inhibitor).